Dataset: Peptide-MHC class II binding affinity with 134,281 pairs from IEDB. Task: Regression. Given a peptide amino acid sequence and an MHC pseudo amino acid sequence, predict their binding affinity value. This is MHC class II binding data. (1) The peptide sequence is AFKVALTAANAAPAN. The MHC is DRB1_0802 with pseudo-sequence DRB1_0802. The binding affinity (normalized) is 0.888. (2) The peptide sequence is SVIVNPSLNGTLTES. The MHC is DRB1_0101 with pseudo-sequence DRB1_0101. The binding affinity (normalized) is 0.754. (3) The peptide sequence is KSAFQSSIASGFVGL. The MHC is DRB1_0101 with pseudo-sequence DRB1_0101. The binding affinity (normalized) is 1.00. (4) The peptide sequence is LDSLDSYPALETIQV. The MHC is DRB1_0101 with pseudo-sequence DRB1_0101. The binding affinity (normalized) is 0.601. (5) The peptide sequence is IFSKNLNIKLNMPLY. The MHC is DRB1_0101 with pseudo-sequence DRB1_0101. The binding affinity (normalized) is 0.326. (6) The peptide sequence is VDLFVFSTSFYLISI. The MHC is DRB1_0301 with pseudo-sequence DRB1_0301. The binding affinity (normalized) is 0.491. (7) The peptide sequence is WLDAKSTWYGKPTAA. The MHC is DRB1_0802 with pseudo-sequence DRB1_0802. The binding affinity (normalized) is 0.